From a dataset of Forward reaction prediction with 1.9M reactions from USPTO patents (1976-2016). Predict the product of the given reaction. (1) Given the reactants [C:1]1([CH2:7][C@H:8]([NH:22][C:23]([C:25]2[N:26]=[N:27][N:28]([CH2:30][CH2:31][NH:32][C:33](=[O:46])[C:34]3[CH:39]=[CH:38][C:37]([O:40][CH3:41])=[C:36]([O:42][CH3:43])[C:35]=3[O:44][CH3:45])[CH:29]=2)=[O:24])[B:9]2[O:17][C@H]3[C@](C)([C@H]4C[C@@H](C3)C4(C)C)[O:10]2)[CH:6]=[CH:5][CH:4]=[CH:3][CH:2]=1.C(B(O)O)C(C)C.Cl, predict the reaction product. The product is: [C:1]1([CH2:7][C@@H:8]([B:9]([OH:10])[OH:17])[NH:22][C:23]([C:25]2[N:26]=[N:27][N:28]([CH2:30][CH2:31][NH:32][C:33](=[O:46])[C:34]3[CH:39]=[CH:38][C:37]([O:40][CH3:41])=[C:36]([O:42][CH3:43])[C:35]=3[O:44][CH3:45])[CH:29]=2)=[O:24])[CH:6]=[CH:5][CH:4]=[CH:3][CH:2]=1. (2) Given the reactants [N:1]1[C:5]2[CH:6]=CC=C[C:4]=2N[CH:2]=1.[CH2:10]1[CH2:14]OC[CH2:11]1.[CH3:15]N(C=O)C, predict the reaction product. The product is: [CH3:15][CH2:2][N:1]([CH:10]([CH3:14])[CH3:11])[CH:5]([CH3:6])[CH3:4]. (3) Given the reactants [S-2:1].[Ba+2:2].[S-2].[Sr+2:4].[S:5](=[O:9])(=[O:8])([OH:7])[OH:6], predict the reaction product. The product is: [S:5]([O-:9])([O-:8])(=[O:7])=[O:6].[Ba+2:2].[S:5]([O-:9])([O-:8])(=[O:7])=[O:6].[Sr+2:4].[SH2:1]. (4) Given the reactants [C:1](=[C:4]1[CH:8]2[C:9]3[C:14]([CH:5]1[CH:6]=[CH:7]2)=[CH:13][CH:12]=[CH:11][C:10]=3[N+:15]([O-])=O)([CH3:3])[CH3:2], predict the reaction product. The product is: [CH:1]([CH:4]1[CH:8]2[C:9]3[C:14]([CH:5]1[CH2:6][CH2:7]2)=[CH:13][CH:12]=[CH:11][C:10]=3[NH2:15])([CH3:3])[CH3:2]. (5) Given the reactants [N+:1]([C:4]1[C:13]2[C:8](=[CH:9][CH:10]=[CH:11][CH:12]=2)[C:7]([CH2:14][C@@H:15]([C:17]([OH:19])=[O:18])[NH2:16])=[CH:6][CH:5]=1)([O-:3])=[O:2].C([O-])(O)=O.[Na+].[CH3:25][O:26][C:27](Cl)=[O:28].Cl, predict the reaction product. The product is: [CH3:25][O:26][C:27]([NH:16][CH:15]([CH2:14][C:7]1[C:8]2[C:13](=[CH:12][CH:11]=[CH:10][CH:9]=2)[C:4]([N+:1]([O-:3])=[O:2])=[CH:5][CH:6]=1)[C:17]([OH:19])=[O:18])=[O:28]. (6) The product is: [O:45]=[S:23]1(=[O:22])[CH2:24][CH:26]=[C:27]([C:7]2[CH:6]=[CH:5][C:4]([N:9]3[CH2:13][C@H:12]([CH2:14][N:15]4[CH:19]=[C:18]([CH3:20])[N:17]=[N:16]4)[O:11][C:10]3=[O:21])=[CH:3][C:2]=2[F:1])[CH2:28]1. Given the reactants [F:1][C:2]1[CH:3]=[C:4]([N:9]2[CH2:13][C@H:12]([CH2:14][N:15]3[CH:19]=[C:18]([CH3:20])[N:17]=[N:16]3)[O:11][C:10]2=[O:21])[CH:5]=[CH:6][C:7]=1I.[O:22]=[S:23]1(=[O:45])[CH2:28][CH:27]=[C:26](C2C(F)=CC(N3C[C@H](CN)OC3=O)=CC=2F)C[CH2:24]1.[F-].[K+].C(OCC)(=O)C, predict the reaction product. (7) Given the reactants [CH3:1][N:2]1[CH2:7][CH2:6][N:5]([CH:8]([C:12]2[C:21]3[C:16](=[CH:17][CH:18]=[CH:19][CH:20]=3)[CH:15]=[CH:14][CH:13]=2)[C:9](O)=[O:10])[CH2:4][CH2:3]1.C1C=CC2N(O)N=NC=2C=1.CCN=C=NCCCN(C)C.Cl.C(N(C(C)C)CC)(C)C.Cl.[CH3:54][C:55]1[CH:56]=[C:57]([NH:62][NH2:63])[CH:58]=[C:59]([CH3:61])[CH:60]=1, predict the reaction product. The product is: [CH3:54][C:55]1[CH:56]=[C:57]([NH:62][NH:63][C:9](=[O:10])[CH:8]([N:5]2[CH2:4][CH2:3][N:2]([CH3:1])[CH2:7][CH2:6]2)[C:12]2[C:21]3[C:16](=[CH:17][CH:18]=[CH:19][CH:20]=3)[CH:15]=[CH:14][CH:13]=2)[CH:58]=[C:59]([CH3:61])[CH:60]=1. (8) The product is: [NH2:24][C:11]([C:9]1[NH:10][C:6]([C:4]([O:3][CH2:1][CH3:2])=[O:5])=[C:7]([CH3:23])[C:8]=1[S:14]([C:17]1[CH:22]=[CH:21][CH:20]=[CH:19][CH:18]=1)(=[O:16])=[O:15])=[O:12]. Given the reactants [CH2:1]([O:3][C:4]([C:6]1[NH:10][C:9]([C:11](O)=[O:12])=[C:8]([S:14]([C:17]2[CH:22]=[CH:21][CH:20]=[CH:19][CH:18]=2)(=[O:16])=[O:15])[C:7]=1[CH3:23])=[O:5])[CH3:2].[N:24]1C=CC=CC=1.C(OC(OC(C)(C)C)=O)(OC(C)(C)C)=O.C(=O)([O-])[O-].[NH4+].[NH4+], predict the reaction product. (9) Given the reactants [NH2:1][C:2]1[CH:24]=[CH:23][CH:22]=[CH:21][C:3]=1[NH:4][C:5]1[CH:6]=[CH:7][C:8]2[C:14](=[O:15])[C:13]3[CH:16]=[CH:17][CH:18]=[CH:19][C:12]=3[CH2:11][O:10][C:9]=2[CH:20]=1.Cl[C:26]([O:28][CH2:29][CH3:30])=[O:27], predict the reaction product. The product is: [O:15]=[C:14]1[C:13]2[CH:16]=[CH:17][CH:18]=[CH:19][C:12]=2[CH2:11][O:10][C:9]2[CH:20]=[C:5]([NH:4][C:3]3[CH:21]=[CH:22][CH:23]=[CH:24][C:2]=3[NH:1][C:26](=[O:27])[O:28][CH2:29][CH3:30])[CH:6]=[CH:7][C:8]1=2.